This data is from Forward reaction prediction with 1.9M reactions from USPTO patents (1976-2016). The task is: Predict the product of the given reaction. (1) Given the reactants C([O-])(=O)C.[K+].Br[C:7]1[CH:12]=[CH:11][C:10]([S:13]([NH:16][C:17]2([CH3:21])[CH2:20][O:19][CH2:18]2)(=[O:15])=[O:14])=[CH:9][CH:8]=1.[B:22]1([B:22]2[O:26][C:25]([CH3:28])([CH3:27])[C:24]([CH3:30])([CH3:29])[O:23]2)[O:26][C:25]([CH3:28])([CH3:27])[C:24]([CH3:30])([CH3:29])[O:23]1, predict the reaction product. The product is: [CH3:21][C:17]1([NH:16][S:13]([C:10]2[CH:11]=[CH:12][C:7]([B:22]3[O:26][C:25]([CH3:28])([CH3:27])[C:24]([CH3:30])([CH3:29])[O:23]3)=[CH:8][CH:9]=2)(=[O:15])=[O:14])[CH2:20][O:19][CH2:18]1. (2) Given the reactants [I:1]I.[OH-].[K+].[N+:5]([C:8]1[CH:16]=[CH:15][CH:14]=[C:13]2[C:9]=1[CH:10]=[N:11][NH:12]2)([O-:7])=[O:6], predict the reaction product. The product is: [I:1][C:10]1[C:9]2[C:13](=[CH:14][CH:15]=[CH:16][C:8]=2[N+:5]([O-:7])=[O:6])[NH:12][N:11]=1. (3) Given the reactants [OH:1][C@H:2]1[C@@H:7]([OH:8])[C@H:6]([OH:9])[C@@H:5]([CH2:10][OH:11])[O:4][C@@H:3]1[C:12]1[CH:13]=[C:14]([C:18]2[CH:23]=[C:22]([C:24](O)=[O:25])[CH:21]=[C:20]([C:27]([OH:29])=O)[CH:19]=2)[CH:15]=[CH:16][CH:17]=1.CN.[CH3:32][N:33](C(ON1N=NC2C=CC=NC1=2)=[N+](C)C)C.F[P-](F)(F)(F)(F)F.C[CH2:57][N:58](C(C)C)C(C)C, predict the reaction product. The product is: [CH3:32][NH:33][C:27]([C:20]1[CH:19]=[C:18]([C:14]2[CH:15]=[CH:16][CH:17]=[C:12]([C@@H:3]3[C@@H:2]([OH:1])[C@@H:7]([OH:8])[C@H:6]([OH:9])[C@@H:5]([CH2:10][OH:11])[O:4]3)[CH:13]=2)[CH:23]=[C:22]([C:24]([NH:58][CH3:57])=[O:25])[CH:21]=1)=[O:29]. (4) The product is: [C:21]1([C:24]2[CH:29]=[CH:28][CH:27]=[CH:26][CH:25]=2)[CH:20]=[CH:19][C:18]([NH:17][C:2]2[N:13]=[C:12]3[N:14]4[C:8](=[N:9][C:10]([NH:17][C:18]5[CH:19]=[CH:20][C:21]([C:24]6[CH:29]=[CH:28][CH:27]=[CH:26][CH:25]=6)=[CH:22][CH:23]=5)=[N:11]3)[N:7]=[C:6]([NH:17][C:18]3[CH:19]=[CH:20][C:21]([C:24]5[CH:29]=[CH:28][CH:27]=[CH:26][CH:25]=5)=[CH:22][CH:23]=3)[N:5]=[C:4]4[N:3]=2)=[CH:23][CH:22]=1. Given the reactants Cl[C:2]1[N:13]=[C:12]2[N:14]3[C:8](=[N:9][C:10](Cl)=[N:11]2)[N:7]=[C:6](Cl)[N:5]=[C:4]3[N:3]=1.[NH2:17][C:18]1[CH:23]=[CH:22][C:21]([C:24]2[CH:29]=[CH:28][CH:27]=[CH:26][CH:25]=2)=[CH:20][CH:19]=1, predict the reaction product.